Predict the reactants needed to synthesize the given product. From a dataset of Full USPTO retrosynthesis dataset with 1.9M reactions from patents (1976-2016). (1) Given the product [Cl:1][C:2]1[CH:7]=[CH:6][C:5]([C:8]2[NH:9][C:10]3[N:11]([N:15]=[CH:16][C:17]=3[C:18]3[O:19][N:23]=[C:21]([CH3:22])[N:20]=3)[C:12](=[O:14])[CH:13]=2)=[CH:4][CH:3]=1, predict the reactants needed to synthesize it. The reactants are: [Cl:1][C:2]1[CH:7]=[CH:6][C:5]([C:8]2[NH:9][C:10]3[N:11]([N:15]=[CH:16][C:17]=3[C:18](/[N:20]=[C:21](/[N:23](C)C)\[CH3:22])=[O:19])[C:12](=[O:14])[CH:13]=2)=[CH:4][CH:3]=1.NO.Cl.CC(O)=O.[OH-].[Na+]. (2) Given the product [CH2:1]([C:19]1([CH2:21][CH2:22][CH2:23][CH2:24][CH2:25][CH2:26][CH2:27][CH2:28]/[CH:29]=[CH:30]\[CH2:31]/[CH:32]=[CH:33]\[CH2:34][CH2:35][CH2:36][CH2:37][CH3:38])[O:45][CH:40]([CH2:41][CH2:42][CH2:43][OH:44])[CH2:39][O:20]1)[CH2:2][CH2:3][CH2:4][CH2:5][CH2:6][CH2:7][CH2:8]/[CH:9]=[CH:10]\[CH2:11]/[CH:12]=[CH:13]\[CH2:14][CH2:15][CH2:16][CH2:17][CH3:18], predict the reactants needed to synthesize it. The reactants are: [CH2:1]([C:19]([CH2:21][CH2:22][CH2:23][CH2:24][CH2:25][CH2:26][CH2:27][CH2:28]/[CH:29]=[CH:30]\[CH2:31]/[CH:32]=[CH:33]\[CH2:34][CH2:35][CH2:36][CH2:37][CH3:38])=[O:20])[CH2:2][CH2:3][CH2:4][CH2:5][CH2:6][CH2:7][CH2:8]/[CH:9]=[CH:10]\[CH2:11]/[CH:12]=[CH:13]\[CH2:14][CH2:15][CH2:16][CH2:17][CH3:18].[CH2:39](O)[CH:40]([OH:45])[CH2:41][CH2:42][CH2:43][OH:44].C1(C)C=CC(S([O-])(=O)=O)=CC=1.[NH+]1C=CC=CC=1. (3) Given the product [CH3:1][C@:2]12[C@@:19]3([CH3:20])[CH:10]([C@:11]4([CH3:24])[C@@H:16]([CH2:17][CH2:18]3)[C:15]([CH3:21])([CH3:22])[C:14]([O:23][S:37]([C:36]([F:55])([F:54])[F:35])(=[O:39])=[O:38])=[CH:13][CH2:12]4)[CH2:9][CH2:8][C@@H:7]1[C@H:6]1[C@H:25]([C:28]([CH3:30])=[CH2:29])[CH2:26][CH2:27][C@:5]1([C:31]([O:33][CH3:34])=[O:32])[CH2:4][CH2:3]2, predict the reactants needed to synthesize it. The reactants are: [CH3:1][C@:2]12[C@@:19]3([CH3:20])[CH:10]([C@:11]4([CH3:24])[C@@H:16]([CH2:17][CH2:18]3)[C:15]([CH3:22])([CH3:21])[C:14](=[O:23])[CH2:13][CH2:12]4)[CH2:9][CH2:8][C@@H:7]1[C@H:6]1[C@H:25]([C:28]([CH3:30])=[CH2:29])[CH2:26][CH2:27][C@:5]1([C:31]([O:33][CH3:34])=[O:32])[CH2:4][CH2:3]2.[F:35][C:36]([F:55])([F:54])[S:37](N(C1C=CC=CC=1)[S:37]([C:36]([F:55])([F:54])[F:35])(=[O:39])=[O:38])(=[O:39])=[O:38].C[Si]([N-][Si](C)(C)C)(C)C.[K+]. (4) Given the product [CH:26]1([CH2:25][O:24][C:20]2[C:21]([F:23])=[CH:22][C:17]([C:15]3[O:16][C:10]4[CH:9]=[C:8]([O:7][CH2:6][C@@H:5]([NH:4][C:1](=[O:3])[CH3:2])[CH3:30])[N:13]=[CH:12][C:11]=4[N:14]=3)=[N:18][CH:19]=2)[CH2:28][CH2:27]1, predict the reactants needed to synthesize it. The reactants are: [C:1]([NH:4][C@@H:5]([CH3:30])[CH2:6][O:7][C:8]1[N:13]=[CH:12][C:11]([NH:14][C:15]([C:17]2[CH:22]=[C:21]([F:23])[C:20]([O:24][CH2:25][CH:26]3[CH2:28][CH2:27]3)=[CH:19][N:18]=2)=[O:16])=[C:10](Cl)[CH:9]=1)(=[O:3])[CH3:2].C(=O)([O-])[O-].[K+].[K+].O. (5) Given the product [CH3:1][O:2][C:3]([C:5]1[C:9]([NH:10][S:11]([C:14]2[CH:19]=[CH:18][C:17]([O:20][CH3:21])=[CH:16][CH:15]=2)(=[O:13])=[O:12])=[C:8]([Br:22])[S:7][CH:6]=1)=[O:4], predict the reactants needed to synthesize it. The reactants are: [CH3:1][O:2][C:3]([C:5]1[C:9]([NH:10][S:11]([C:14]2[CH:19]=[CH:18][C:17]([O:20][CH3:21])=[CH:16][CH:15]=2)(=[O:13])=[O:12])=[CH:8][S:7][CH:6]=1)=[O:4].[Br:22]N1C(=O)CCC1=O. (6) Given the product [I:25][C:21]1[CH:20]=[C:15]([CH3:14])[C:11]2[O:10][C:8](=[O:9])[NH:1][C:12]=2[CH:22]=1, predict the reactants needed to synthesize it. The reactants are: [N:1]([C:8]([O:10][CH2:11][CH3:12])=[O:9])=[N:1][C:8]([O:10][CH2:11][CH3:12])=[O:9].O[C:14]1C(C)=[CH:22][C:21]([I:25])=[CH:20][C:15]=1C(NO)=O.C1C=CC(P(C2C=CC=CC=2)C2C=CC=CC=2)=CC=1.